From a dataset of Reaction yield outcomes from USPTO patents with 853,638 reactions. Predict the reaction yield, written as a fraction of the theoretical maximum amount of product (1.0 means a 100% yield; for example, 0.34 means a 34% yield). The reactants are Br[C:2]1[CH:7]=[CH:6][C:5]([C:8]2[N:17]=[C:16]([NH:18][C:19]3[NH:20][N:21]=[C:22]([CH3:24])[CH:23]=3)[C:15]3[C:10](=[CH:11][CH:12]=[CH:13][CH:14]=3)[N:9]=2)=[CH:4][CH:3]=1.[C:25]1(B(O)O)[CH:30]=[CH:29][CH:28]=[CH:27][CH:26]=1.C([O-])([O-])=O.[Na+].[Na+].C1(P(C2C=CC=CC=2)C2C=CC=CC=2)C=CC=CC=1. The catalyst is C1COCC1.O.C([O-])(=O)C.[Pd+2].C([O-])(=O)C. The product is [C:2]1([C:25]2[CH:30]=[CH:29][CH:28]=[CH:27][CH:26]=2)[CH:7]=[CH:6][C:5]([C:8]2[N:17]=[C:16]([NH:18][C:19]3[NH:20][N:21]=[C:22]([CH3:24])[CH:23]=3)[C:15]3[C:10](=[CH:11][CH:12]=[CH:13][CH:14]=3)[N:9]=2)=[CH:4][CH:3]=1. The yield is 0.510.